From a dataset of Forward reaction prediction with 1.9M reactions from USPTO patents (1976-2016). Predict the product of the given reaction. Given the reactants [CH:1](=[O:7])[CH2:2][CH2:3][CH2:4][CH2:5][CH3:6].[CH2:8](Cl)[CH:9]=[CH2:10].O.O.[Sn](Cl)Cl, predict the reaction product. The product is: [OH:7][CH:1]([CH2:2][CH2:3][CH2:4][CH2:5][CH3:6])[CH2:10][CH:9]=[CH2:8].